From a dataset of Catalyst prediction with 721,799 reactions and 888 catalyst types from USPTO. Predict which catalyst facilitates the given reaction. (1) Reactant: Cl.[NH2:2][CH2:3][C:4]([C:6]1[CH:11]=[CH:10][C:9]([O:12][C:13]([F:16])([F:15])[F:14])=[CH:8][CH:7]=1)=[O:5].Cl[C:18](=[O:24])[C:19]([O:21][CH2:22][CH3:23])=[O:20].CCN(CC)CC. Product: [O:24]=[C:18]([NH:2][CH2:3][C:4](=[O:5])[C:6]1[CH:7]=[CH:8][C:9]([O:12][C:13]([F:14])([F:15])[F:16])=[CH:10][CH:11]=1)[C:19]([O:21][CH2:22][CH3:23])=[O:20]. The catalyst class is: 34. (2) Reactant: [CH2:1]([CH:8]1[CH2:13][CH2:12][NH:11][CH2:10][CH2:9]1)[C:2]1[CH:7]=[CH:6][CH:5]=[CH:4][CH:3]=1.[CH3:14][C:15]1([CH3:25])[O:22][C:21](=[O:23])[C:18]2([CH2:20][CH2:19]2)[C:17](=[O:24])[O:16]1. Product: [CH2:1]([CH:8]1[CH2:13][CH2:12][N:11]([CH2:20][CH2:19][CH:18]2[C:17](=[O:24])[O:16][C:15]([CH3:25])([CH3:14])[O:22][C:21]2=[O:23])[CH2:10][CH2:9]1)[C:2]1[CH:7]=[CH:6][CH:5]=[CH:4][CH:3]=1. The catalyst class is: 11. (3) Reactant: [Cl:1][C:2]1[CH:7]=[C:6]([N:8]2[C:13](=[O:14])[NH:12][C:11](=[O:15])[CH:10]=[N:9]2)[CH:5]=[C:4]([Cl:16])[C:3]=1[CH:17]([C:21]1[CH:26]=[CH:25][C:24]([Cl:27])=[CH:23][CH:22]=1)[C:18](Cl)=[O:19].Cl[CH2:29][CH2:30][Mg].[NH4+].[Cl-].O. Product: [Cl:16][C:4]1[CH:5]=[C:6]([N:8]2[C:13](=[O:14])[NH:12][C:11](=[O:15])[CH:10]=[N:9]2)[CH:7]=[C:2]([Cl:1])[C:3]=1[CH:17]([C:21]1[CH:26]=[CH:25][C:24]([Cl:27])=[CH:23][CH:22]=1)[C:18](=[O:19])[CH2:29][CH3:30]. The catalyst class is: 1.